This data is from Full USPTO retrosynthesis dataset with 1.9M reactions from patents (1976-2016). The task is: Predict the reactants needed to synthesize the given product. (1) Given the product [Cl:1][C:2]1[CH:3]=[CH:4][C:5]([S:8][C:9]2[N:13]([CH3:14])[C:12]([C:15]3[CH:20]=[CH:19][CH:18]=[CH:17][N:16]=3)=[N:11][C:10]=2[C:21]2[CH:26]=[CH:25][C:24]([CH:27]([OH:31])[CH:28]([F:29])[F:30])=[CH:23][CH:22]=2)=[CH:6][CH:7]=1, predict the reactants needed to synthesize it. The reactants are: [Cl:1][C:2]1[CH:7]=[CH:6][C:5]([S:8][C:9]2[N:13]([CH3:14])[C:12]([C:15]3[CH:20]=[CH:19][CH:18]=[CH:17][N:16]=3)=[N:11][C:10]=2[C:21]2[CH:26]=[CH:25][C:24]([C:27](=[O:31])[CH:28]([F:30])[F:29])=[CH:23][CH:22]=2)=[CH:4][CH:3]=1. (2) Given the product [F:1][C:2]1[CH:3]=[C:4]([NH:9][C:10](=[O:11])[C:12]2[CH:13]=[C:14]([S:19](=[O:21])(=[O:20])[NH:39][CH:37]([C:32]3[N:33]=[CH:34][CH:35]=[CH:36][N:31]=3)[CH3:38])[CH:15]=[CH:16][C:17]=2[F:18])[CH:5]=[CH:6][C:7]=1[F:8], predict the reactants needed to synthesize it. The reactants are: [F:1][C:2]1[CH:3]=[C:4]([NH:9][C:10]([C:12]2[CH:13]=[C:14]([S:19](Cl)(=[O:21])=[O:20])[CH:15]=[CH:16][C:17]=2[F:18])=[O:11])[CH:5]=[CH:6][C:7]=1[F:8].CCN(CC)CC.Cl.[N:31]1[CH:36]=[CH:35][CH:34]=[N:33][C:32]=1[CH:37]([NH2:39])[CH3:38]. (3) Given the product [F:15][C:11]1[CH:12]=[CH:13][C:14]2[N:9]([C:8]([S:16][C:17]3[CH:18]=[CH:19][C:20]([S:23](=[O:27])(=[O:26])[NH:24][CH3:25])=[CH:21][CH:22]=3)=[C:7]([CH3:28])[C:6]=2[CH2:5][C:4]([OH:29])=[O:3])[CH:10]=1, predict the reactants needed to synthesize it. The reactants are: C([O:3][C:4](=[O:29])[CH2:5][C:6]1[C:7]([CH3:28])=[C:8]([S:16][C:17]2[CH:22]=[CH:21][C:20]([S:23](=[O:27])(=[O:26])[NH:24][CH3:25])=[CH:19][CH:18]=2)[N:9]2[C:14]=1[CH:13]=[CH:12][C:11]([F:15])=[CH:10]2)C.C(O)C.O.[OH-].[Li+]. (4) Given the product [NH2:23][C:2]1[CH:7]=[CH:6][C:5]([C:8]2([C:14]#[N:15])[CH2:13][CH2:12][O:11][CH2:10][CH2:9]2)=[CH:4][CH:3]=1, predict the reactants needed to synthesize it. The reactants are: Br[C:2]1[CH:7]=[CH:6][C:5]([C:8]2([C:14]#[N:15])[CH2:13][CH2:12][O:11][CH2:10][CH2:9]2)=[CH:4][CH:3]=1.C1(C(C2C=CC=CC=2)=[NH:23])C=CC=CC=1.CC([O-])(C)C.[Na+].